Dataset: Full USPTO retrosynthesis dataset with 1.9M reactions from patents (1976-2016). Task: Predict the reactants needed to synthesize the given product. (1) Given the product [Br:21][C:18]1[CH:17]=[N:16][C:15]([NH:14][C:11]2[CH:12]=[CH:13][C:8]([CH2:7][CH2:6][N:22]3[CH2:31][CH2:30][CH:25]([C:26]([O:28][CH3:29])=[O:27])[CH2:24][CH2:23]3)=[CH:9][CH:10]=2)=[N:20][CH:19]=1, predict the reactants needed to synthesize it. The reactants are: CS(O[CH2:6][CH2:7][C:8]1[CH:13]=[CH:12][C:11]([NH:14][C:15]2[N:20]=[CH:19][C:18]([Br:21])=[CH:17][N:16]=2)=[CH:10][CH:9]=1)(=O)=O.[NH:22]1[CH2:31][CH2:30][CH:25]([C:26]([O:28][CH3:29])=[O:27])[CH2:24][CH2:23]1.C([O-])([O-])=O.[Na+].[Na+]. (2) Given the product [Cl:1][C:2]1[CH:7]=[CH:6][C:5]([C:8]([CH3:20])([CH3:19])[CH2:9][C@:10]([OH:14])([C:15]([F:17])([F:16])[F:18])[CH2:11][CH:12]=[O:13])=[C:4]([S:21]([CH3:24])(=[O:22])=[O:23])[CH:3]=1, predict the reactants needed to synthesize it. The reactants are: [Cl:1][C:2]1[CH:7]=[CH:6][C:5]([C:8]([CH3:20])([CH3:19])[CH2:9][C@@:10]([C:15]([F:18])([F:17])[F:16])([OH:14])[CH2:11][CH2:12][OH:13])=[C:4]([S:21]([CH3:24])(=[O:23])=[O:22])[CH:3]=1.CC(OI1(OC(C)=O)(OC(C)=O)OC(=O)C2C=CC=CC1=2)=O. (3) Given the product [CH:1]1([CH2:4][NH:5][N:6]2[C:15]3[C:10](=[CH:11][CH:12]=[CH:13][CH:14]=3)[C:9]([OH:16])=[C:8]([C:17]3[NH:22][C:21]4[CH:23]=[CH:24][C:25]([OH:27])=[C:26]([N+:31]([O-:33])=[O:32])[C:20]=4[S:19](=[O:28])(=[O:29])[N:18]=3)[C:7]2=[O:30])[CH2:2][CH2:3]1, predict the reactants needed to synthesize it. The reactants are: [CH:1]1([CH2:4][NH:5][N:6]2[C:15]3[C:10](=[CH:11][CH:12]=[CH:13][CH:14]=3)[C:9]([OH:16])=[C:8]([C:17]3[NH:22][C:21]4[CH:23]=[CH:24][C:25]([OH:27])=[CH:26][C:20]=4[S:19](=[O:29])(=[O:28])[N:18]=3)[C:7]2=[O:30])[CH2:3][CH2:2]1.[N+:31]([O-])([O-:33])=[O:32].[NH4+]. (4) Given the product [CH:23]1([N:20]2[CH2:21][CH2:22][N:17]([C:15](=[O:16])[CH2:14][N:11]3[CH2:12][CH2:13][N:8]([C:4]4[CH:5]=[CH:6][C:7]([N:27]5[CH2:31][CH2:30][CH2:29][C:28]5=[O:32])=[CH:2][CH:3]=4)[CH2:9][CH2:10]3)[CH2:18][CH2:19]2)[CH2:26][CH2:25][CH2:24]1, predict the reactants needed to synthesize it. The reactants are: Br[C:2]1[CH:3]=[C:4]([N:8]2[CH2:13][CH2:12][N:11]([CH2:14][C:15]([N:17]3[CH2:22][CH2:21][N:20]([CH:23]4[CH2:26][CH2:25][CH2:24]4)[CH2:19][CH2:18]3)=[O:16])[CH2:10][CH2:9]2)[CH:5]=[CH:6][CH:7]=1.[NH:27]1[CH2:31][CH2:30][CH2:29][C:28]1=[O:32].C([O-])([O-])=O.[Cs+].[Cs+].CC1(C)C2C(=C(P(C3C=CC=CC=3)C3C=CC=CC=3)C=CC=2)OC2C(P(C3C=CC=CC=3)C3C=CC=CC=3)=CC=CC1=2. (5) Given the product [Cl:2][C:3]1[N:4]=[N:5][C:6]([N:9]2[C:18]([C:15]3[CH:14]=[CH:13][C:12]([CH3:11])=[CH:17][N:16]=3)=[CH:19][C:20]([C:21]([O:23][CH2:24][CH3:25])=[O:22])=[N:10]2)=[CH:7][CH:8]=1, predict the reactants needed to synthesize it. The reactants are: Cl.[Cl:2][C:3]1[N:4]=[N:5][C:6]([NH:9][NH2:10])=[CH:7][CH:8]=1.[CH3:11][C:12]1[CH:13]=[CH:14][C:15]([C:18](=O)[CH2:19][C:20](=O)[C:21]([O:23][CH2:24][CH3:25])=[O:22])=[N:16][CH:17]=1.[OH-].[Na+].